This data is from Catalyst prediction with 721,799 reactions and 888 catalyst types from USPTO. The task is: Predict which catalyst facilitates the given reaction. (1) Reactant: [CH3:1][N:2]([CH3:36])[C:3]1([C:30]2[CH:35]=[CH:34][CH:33]=[CH:32][CH:31]=2)[CH2:8][CH2:7][C:6]([CH2:10][CH2:11][CH2:12][C:13]2[C:21]3[C:16](=[CH:17][CH:18]=[C:19]([F:22])[CH:20]=3)[NH:15][C:14]=2[Si](CC)(CC)CC)([OH:9])[CH2:5][CH2:4]1.O.O.O.[F-].C([N+](CCCC)(CCCC)CCCC)CCC. Product: [CH3:36][N:2]([CH3:1])[C:3]1([C:30]2[CH:35]=[CH:34][CH:33]=[CH:32][CH:31]=2)[CH2:8][CH2:7][C:6]([CH2:10][CH2:11][CH2:12][C:13]2[C:21]3[C:16](=[CH:17][CH:18]=[C:19]([F:22])[CH:20]=3)[NH:15][CH:14]=2)([OH:9])[CH2:5][CH2:4]1. The catalyst class is: 7. (2) Reactant: [Cl:1][C:2]1[N:10]=[CH:9][CH:8]=[CH:7][C:3]=1[C:4](Cl)=[O:5].[NH2:11][C:12]1[CH:17]=[CH:16][CH:15]=[CH:14][C:13]=1[OH:18].CCN(C(C)C)C(C)C. Product: [Cl:1][C:2]1[N:10]=[CH:9][CH:8]=[CH:7][C:3]=1[C:4]([NH:11][C:12]1[CH:17]=[CH:16][CH:15]=[CH:14][C:13]=1[OH:18])=[O:5]. The catalyst class is: 13. (3) Product: [O:1]([C@H:2]1[CH2:7][CH2:6][C@H:5]([NH:8][C:9](=[O:15])[O:10][C:11]([CH3:12])([CH3:14])[CH3:13])[CH2:4][CH2:3]1)[C:16]1[CH:21]=[CH:20][CH:19]=[CH:18][CH:17]=1. The catalyst class is: 7. Reactant: [OH:1][C@@H:2]1[CH2:7][CH2:6][C@H:5]([NH:8][C:9](=[O:15])[O:10][C:11]([CH3:14])([CH3:13])[CH3:12])[CH2:4][CH2:3]1.[C:16]1(O)[CH:21]=[CH:20][CH:19]=[CH:18][CH:17]=1.C1(P(C2C=CC=CC=2)C2C=CC=CC=2)C=CC=CC=1.N(C(OC(C)C)=O)=NC(OC(C)C)=O. (4) Reactant: [OH-].[K+].C([O:5][C:6]([CH:8]1[CH2:25][N:12]2[CH2:13][CH2:14][C:15]3[C:20]([CH:11]2[CH2:10][CH:9]1[NH:26][C:27]([O:29][C:30]([CH3:33])([CH3:32])[CH3:31])=[O:28])=[CH:19][C:18]([O:21][CH3:22])=[C:17]([O:23][CH3:24])[CH:16]=3)=[O:7])C. Product: [C:30]([O:29][C:27]([NH:26][CH:9]1[CH:8]([C:6]([OH:7])=[O:5])[CH2:25][N:12]2[CH2:13][CH2:14][C:15]3[C:20]([CH:11]2[CH2:10]1)=[CH:19][C:18]([O:21][CH3:22])=[C:17]([O:23][CH3:24])[CH:16]=3)=[O:28])([CH3:33])([CH3:31])[CH3:32]. The catalyst class is: 30. (5) Reactant: Br[C:2]1[C:11]2[C:6](=[CH:7][CH:8]=[CH:9][CH:10]=2)[C:5]([N:12]2[CH2:16][CH2:15][CH2:14][CH2:13]2)=[CH:4][CH:3]=1.[B:17]1([B:17]2[O:21][C:20]([CH3:23])([CH3:22])[C:19]([CH3:25])([CH3:24])[O:18]2)[O:21][C:20]([CH3:23])([CH3:22])[C:19]([CH3:25])([CH3:24])[O:18]1.C([O-])(=O)C.[K+].CN(C)C=O. Product: [CH3:24][C:19]1([CH3:25])[C:20]([CH3:23])([CH3:22])[O:21][B:17]([C:2]2[C:11]3[C:6](=[CH:7][CH:8]=[CH:9][CH:10]=3)[C:5]([N:12]3[CH2:16][CH2:15][CH2:14][CH2:13]3)=[CH:4][CH:3]=2)[O:18]1. The catalyst class is: 73. (6) Reactant: N(C(OC(C)C)=O)=NC(OC(C)C)=O.[F:15][C:16]1[CH:17]=[C:18]([C:22]2[CH:30]=[C:29]3[C:25]([CH2:26][CH2:27][CH:28]3[OH:31])=[CH:24][CH:23]=2)[CH:19]=[CH:20][CH:21]=1.C1(P(C2C=CC=CC=2)C2C=CC=CC=2)C=CC=CC=1.O[C:52]1[CH:53]=[C:54]([CH:61]=[CH:62][CH:63]=1)[O:55][CH2:56][C:57]([O:59][CH3:60])=[O:58]. The catalyst class is: 4. Product: [F:15][C:16]1[CH:17]=[C:18]([C:22]2[CH:30]=[C:29]3[C:25]([CH2:26][CH2:27][CH:28]3[O:31][C:52]3[CH:53]=[C:54]([CH:61]=[CH:62][CH:63]=3)[O:55][CH2:56][C:57]([O:59][CH3:60])=[O:58])=[CH:24][CH:23]=2)[CH:19]=[CH:20][CH:21]=1.